From a dataset of Catalyst prediction with 721,799 reactions and 888 catalyst types from USPTO. Predict which catalyst facilitates the given reaction. (1) Reactant: C(N(C(C)C)C(C)C)C.[NH2:10][CH2:11][C:12]1([C:18]([NH:20][CH2:21][C:22]2[O:26][N:25]=[C:24]([Br:27])[CH:23]=2)=[O:19])[CH2:17][CH2:16][NH:15][CH2:14][CH2:13]1.Cl[C:29]1[C:30]2[CH:37]=[CH:36][NH:35][C:31]=2[N:32]=[CH:33][N:34]=1. Product: [NH2:10][CH2:11][C:12]1([C:18]([NH:20][CH2:21][C:22]2[O:26][N:25]=[C:24]([Br:27])[CH:23]=2)=[O:19])[CH2:17][CH2:16][N:15]([C:29]2[C:30]3[CH:37]=[CH:36][NH:35][C:31]=3[N:32]=[CH:33][N:34]=2)[CH2:14][CH2:13]1. The catalyst class is: 51. (2) Product: [CH2:1]([O:3][C:4]([C:6]1[CH:10]=[C:9]([C:41]([OH:44])=[O:43])[O:8][CH:7]=1)=[O:5])[CH3:2]. The catalyst class is: 613. Reactant: [CH2:1]([O:3][C:4]([C:6]1[CH:10]=[CH:9][O:8][CH:7]=1)=[O:5])[CH3:2].BrBr.C1(P(C2C=CC=CC=2)C2C=CC=CC=2)C=CC=CC=1.C(N(CC)CC)C.O.Cl.[C:41]([OH:44])(=[O:43])C. (3) Reactant: [H-].[Na+].[Cl:3][C:4]1[CH:11]=[CH:10][C:7]([C:8]#[N:9])=[C:6](F)[CH:5]=1.[OH:13][C:14]1[CH:15]=[C:16]([CH:19]=[C:20]([OH:22])[CH:21]=1)[CH:17]=[O:18].Cl. Product: [Cl:3][C:4]1[CH:11]=[CH:10][C:7]([C:8]#[N:9])=[C:6]([O:13][C:14]2[CH:21]=[C:20]([OH:22])[CH:19]=[C:16]([CH:17]=[O:18])[CH:15]=2)[CH:5]=1. The catalyst class is: 18.